This data is from Full USPTO retrosynthesis dataset with 1.9M reactions from patents (1976-2016). The task is: Predict the reactants needed to synthesize the given product. Given the product [CH3:18][O:19][C:20]1[CH:32]=[CH:31][C:23]([CH2:24][N:25]2[C:3]3[N:2]=[CH:4][C:5]4[CH2:14][CH2:13][C:12]5[N:11]=[C:10]([S:15][CH3:16])[N:9]=[CH:8][C:7]=5[C:6]=4[C:28]=3[CH:27]=[N:26]2)=[CH:22][CH:21]=1, predict the reactants needed to synthesize it. The reactants are: C[N:2](/[CH:4]=[C:5]1/[C:6](=O)[C:7]2[CH:8]=[N:9][C:10]([S:15][CH3:16])=[N:11][C:12]=2[CH2:13][CH2:14]/1)[CH3:3].[CH3:18][O:19][C:20]1[CH:32]=[CH:31][C:23]([CH2:24][N:25]2C(N)=[CH:28][CH:27]=[N:26]2)=[CH:22][CH:21]=1.FC(F)(F)C(O)=O.